This data is from Reaction yield outcomes from USPTO patents with 853,638 reactions. The task is: Predict the reaction yield, written as a fraction of the theoretical maximum amount of product (1.0 means a 100% yield; for example, 0.34 means a 34% yield). (1) The reactants are [OH-].[K+].[CH2:3]([O:6][C:7]1[C:16]([CH:17]([CH3:19])[CH3:18])=[CH:15][C:10]([C:11]([O:13]C)=[O:12])=[C:9]([OH:20])[CH:8]=1)[CH:4]=[CH2:5]. The catalyst is CO.O. The product is [CH2:3]([O:6][C:7]1[C:16]([CH:17]([CH3:18])[CH3:19])=[CH:15][C:10]([C:11]([OH:13])=[O:12])=[C:9]([OH:20])[CH:8]=1)[CH:4]=[CH2:5]. The yield is 0.960. (2) The reactants are [CH3:1][S:2][C:3]1C=[CH:7][CH:6]=[CH:5][C:4]=1CCl.[Br:11]Br.Cl[CH2:14][Cl:15].S([O-])([O-])(=O)=S.[Na+].[Na+]. The product is [Br:11][C:6]1[CH:5]=[CH:4][C:3]([S:2][CH3:1])=[C:14]([Cl:15])[CH:7]=1. The yield is 0.870. The catalyst is [Fe].C(OCC)(=O)C.O.